Task: Predict the reactants needed to synthesize the given product.. Dataset: Full USPTO retrosynthesis dataset with 1.9M reactions from patents (1976-2016) Given the product [Cl:1][C:2]1[CH:3]=[C:4]([C:9]2([C:22]([F:23])([F:25])[F:24])[O:13][N:12]=[C:11]([C:14]3[CH:15]=[C:16]([CH:19]=[CH:20][CH:21]=3)[C:17]([NH:27][OH:28])=[NH:18])[CH2:10]2)[CH:5]=[C:6]([Cl:8])[CH:7]=1, predict the reactants needed to synthesize it. The reactants are: [Cl:1][C:2]1[CH:3]=[C:4]([C:9]2([C:22]([F:25])([F:24])[F:23])[O:13][N:12]=[C:11]([C:14]3[CH:15]=[C:16]([CH:19]=[CH:20][CH:21]=3)[C:17]#[N:18])[CH2:10]2)[CH:5]=[C:6]([Cl:8])[CH:7]=1.Cl.[NH2:27][OH:28].C(N(CC)CC)C.